This data is from Forward reaction prediction with 1.9M reactions from USPTO patents (1976-2016). The task is: Predict the product of the given reaction. (1) Given the reactants [C:1]1([N:7]([C:14]2[CH:19]=[CH:18][CH:17]=[CH:16][CH:15]=2)[C:8]2[CH:13]=[CH:12][CH:11]=[CH:10][CH:9]=2)[CH:6]=[CH:5][CH:4]=[CH:3][CH:2]=1.BrC1C=CC([O:27][CH3:28])=CC=1.C[C:30](C)([O-:32])C.[Na+].NC1C=CC=CC=1, predict the reaction product. The product is: [CH3:30][O:32][C:17]1[CH:16]=[CH:15][C:14]([N:7]([C:1]2[CH:2]=[CH:3][C:4]([O:27][CH3:28])=[CH:5][CH:6]=2)[C:8]2[CH:13]=[CH:12][CH:11]=[CH:10][CH:9]=2)=[CH:19][CH:18]=1. (2) Given the reactants C([N:3]([CH2:6][CH3:7])[CH2:4]C)C.Cl[C:9]1[C:18]2[C:13](=[CH:14][C:15]([NH:22][CH2:23][CH3:24])=[C:16]([N+:19]([O-:21])=[O:20])[CH:17]=2)[N:12]=[CH:11][N:10]=1, predict the reaction product. The product is: [CH2:23]([NH:22][C:15]1[CH:14]=[C:13]2[C:18]([C:9]([NH:10][CH2:9][C:18]3[CH:17]=[CH:16][CH:15]=[CH:7][C:6]=3[NH:3][CH3:4])=[N:10][CH:11]=[N:12]2)=[CH:17][C:16]=1[N+:19]([O-:21])=[O:20])[CH3:24]. (3) Given the reactants [Br:1][C:2]1[CH:9]=[CH:8][C:5]([CH2:6]O)=[CH:4][CH:3]=1.COCCN(S(F)(F)[F:20])CCOC, predict the reaction product. The product is: [Br:1][C:2]1[CH:9]=[CH:8][C:5]([CH2:6][F:20])=[CH:4][CH:3]=1.